From a dataset of NCI-60 drug combinations with 297,098 pairs across 59 cell lines. Regression. Given two drug SMILES strings and cell line genomic features, predict the synergy score measuring deviation from expected non-interaction effect. (1) Drug 1: CC1=C(C=C(C=C1)NC2=NC=CC(=N2)N(C)C3=CC4=NN(C(=C4C=C3)C)C)S(=O)(=O)N.Cl. Drug 2: CCN(CC)CCCC(C)NC1=C2C=C(C=CC2=NC3=C1C=CC(=C3)Cl)OC. Cell line: EKVX. Synergy scores: CSS=31.0, Synergy_ZIP=-5.60, Synergy_Bliss=4.73, Synergy_Loewe=-12.0, Synergy_HSA=4.19. (2) Drug 1: CC1C(C(CC(O1)OC2CC(CC3=C2C(=C4C(=C3O)C(=O)C5=C(C4=O)C(=CC=C5)OC)O)(C(=O)CO)O)N)O.Cl. Drug 2: CC12CCC3C(C1CCC2OP(=O)(O)O)CCC4=C3C=CC(=C4)OC(=O)N(CCCl)CCCl.[Na+]. Cell line: K-562. Synergy scores: CSS=29.4, Synergy_ZIP=-4.01, Synergy_Bliss=0.156, Synergy_Loewe=5.53, Synergy_HSA=5.52. (3) Drug 1: CN1C(=O)N2C=NC(=C2N=N1)C(=O)N. Drug 2: CC1=C(N=C(N=C1N)C(CC(=O)N)NCC(C(=O)N)N)C(=O)NC(C(C2=CN=CN2)OC3C(C(C(C(O3)CO)O)O)OC4C(C(C(C(O4)CO)O)OC(=O)N)O)C(=O)NC(C)C(C(C)C(=O)NC(C(C)O)C(=O)NCCC5=NC(=CS5)C6=NC(=CS6)C(=O)NCCC[S+](C)C)O. Cell line: UACC-257. Synergy scores: CSS=2.40, Synergy_ZIP=-0.104, Synergy_Bliss=0.970, Synergy_Loewe=-6.00, Synergy_HSA=-1.46. (4) Drug 1: C1=CC(=C2C(=C1NCCNCCO)C(=O)C3=C(C=CC(=C3C2=O)O)O)NCCNCCO. Drug 2: CNC(=O)C1=NC=CC(=C1)OC2=CC=C(C=C2)NC(=O)NC3=CC(=C(C=C3)Cl)C(F)(F)F. Cell line: HL-60(TB). Synergy scores: CSS=83.5, Synergy_ZIP=3.66, Synergy_Bliss=3.89, Synergy_Loewe=-4.39, Synergy_HSA=5.55. (5) Drug 1: CC1=C(N=C(N=C1N)C(CC(=O)N)NCC(C(=O)N)N)C(=O)NC(C(C2=CN=CN2)OC3C(C(C(C(O3)CO)O)O)OC4C(C(C(C(O4)CO)O)OC(=O)N)O)C(=O)NC(C)C(C(C)C(=O)NC(C(C)O)C(=O)NCCC5=NC(=CS5)C6=NC(=CS6)C(=O)NCCC[S+](C)C)O. Drug 2: CN(CC1=CN=C2C(=N1)C(=NC(=N2)N)N)C3=CC=C(C=C3)C(=O)NC(CCC(=O)O)C(=O)O. Cell line: UO-31. Synergy scores: CSS=12.7, Synergy_ZIP=12.8, Synergy_Bliss=23.8, Synergy_Loewe=-12.4, Synergy_HSA=0.749. (6) Drug 1: COC1=C(C=C2C(=C1)N=CN=C2NC3=CC(=C(C=C3)F)Cl)OCCCN4CCOCC4. Drug 2: CC1C(C(CC(O1)OC2CC(CC3=C2C(=C4C(=C3O)C(=O)C5=C(C4=O)C(=CC=C5)OC)O)(C(=O)C)O)N)O.Cl. Cell line: OVCAR3. Synergy scores: CSS=44.6, Synergy_ZIP=-3.61, Synergy_Bliss=2.89, Synergy_Loewe=6.11, Synergy_HSA=6.50.